This data is from Forward reaction prediction with 1.9M reactions from USPTO patents (1976-2016). The task is: Predict the product of the given reaction. (1) Given the reactants C([O:4][CH2:5][C@H:6]([N:8]1[C:13](=[O:14])[C:12]([C:15]2[N:19]([C:20]3[CH:25]=[CH:24][C:23]([C:26]#[N:27])=[CH:22][CH:21]=3)[N:18]=[CH:17][CH:16]=2)=[C:11]([CH3:28])[N:10]([C:29]2[CH:34]=[CH:33][CH:32]=[C:31]([C:35]([F:38])([F:37])[F:36])[CH:30]=2)[C:9]1=[O:39])[CH3:7])(=O)C.[OH-].[Na+].C(OCC)(=O)C, predict the reaction product. The product is: [OH:4][CH2:5][C@H:6]([N:8]1[C:13](=[O:14])[C:12]([C:15]2[N:19]([C:20]3[CH:21]=[CH:22][C:23]([C:26]#[N:27])=[CH:24][CH:25]=3)[N:18]=[CH:17][CH:16]=2)=[C:11]([CH3:28])[N:10]([C:29]2[CH:34]=[CH:33][CH:32]=[C:31]([C:35]([F:37])([F:38])[F:36])[CH:30]=2)[C:9]1=[O:39])[CH3:7]. (2) The product is: [N:1]1[CH:6]=[CH:5][CH:4]=[CH:3][C:2]=1[C:7]1[N:8]=[C:9]([O:16][C@H:18]2[CH2:22][N:21]([C:23]([O:25][C:26]([CH3:29])([CH3:28])[CH3:27])=[O:24])[C@H:20]([C:30]([O:32][CH3:33])=[O:31])[CH2:19]2)[C:10]2[S:15][CH:14]=[CH:13][C:11]=2[N:12]=1. Given the reactants [N:1]1[CH:6]=[CH:5][CH:4]=[CH:3][C:2]=1[C:7]1[N:8]=[C:9]([OH:16])[C:10]2[S:15][CH:14]=[CH:13][C:11]=2[N:12]=1.O[C@@H:18]1[CH2:22][N:21]([C:23]([O:25][C:26]([CH3:29])([CH3:28])[CH3:27])=[O:24])[C@H:20]([C:30]([O:32][CH3:33])=[O:31])[CH2:19]1.C1(P(C2C=CC=CC=2)C2C=CC=CC=2)C=CC=CC=1.CC(OC(/N=N/C(OC(C)C)=O)=O)C, predict the reaction product. (3) Given the reactants [F:1][C:2]1[C:7]([F:8])=[CH:6][CH:5]=[CH:4][C:3]=1[CH:9]([O:13][CH3:14])[C:10]([OH:12])=O.[NH2:15][CH2:16][C:17]1[CH:24]=[CH:23][C:20]([C:21]#[N:22])=[CH:19][CH:18]=1, predict the reaction product. The product is: [C:16]([C:17]1[CH:24]=[CH:23][C:20]([CH2:21][NH:22][C:10](=[O:12])[CH:9]([C:3]2[CH:4]=[CH:5][CH:6]=[C:7]([F:8])[C:2]=2[F:1])[O:13][CH3:14])=[CH:19][CH:18]=1)#[N:15]. (4) Given the reactants [CH2:1]([NH:9][C:10]1[CH:15]=[CH:14][N:13]=[C:12]2[S:16][C:17]([C:19]([O:21]CC)=O)=[CH:18][C:11]=12)[CH2:2][C:3]1[CH:8]=[CH:7][CH:6]=[CH:5][CH:4]=1.[CH3:24][Li].O, predict the reaction product. The product is: [CH2:1]([NH:9][C:10]1[CH:15]=[CH:14][N:13]=[C:12]2[S:16][C:17]([C:19](=[O:21])[CH3:24])=[CH:18][C:11]=12)[CH2:2][C:3]1[CH:4]=[CH:5][CH:6]=[CH:7][CH:8]=1. (5) Given the reactants C([O:8][C:9]1[CH:14]=[N:13][CH:12]=[C:11]2[S:15][C:16]([C:18]([O:20][CH3:21])=[O:19])=[CH:17][C:10]=12)C1C=CC=CC=1.CC(C)=O.CCCCCC, predict the reaction product. The product is: [OH:8][C:9]1[CH:14]=[N:13][CH:12]=[C:11]2[S:15][C:16]([C:18]([O:20][CH3:21])=[O:19])=[CH:17][C:10]=12. (6) Given the reactants [NH2:1][C:2]1[CH:11]=[C:10]([Cl:12])[CH:9]=[CH:8][C:3]=1[C:4]([O:6][CH3:7])=[O:5].[Cl:13][C:14]1[S:18][C:17]([C:19](Cl)=[O:20])=[CH:16][CH:15]=1, predict the reaction product. The product is: [Cl:12][C:10]1[CH:9]=[CH:8][C:3]([C:4]([O:6][CH3:7])=[O:5])=[C:2]([NH:1][C:19]([C:17]2[S:18][C:14]([Cl:13])=[CH:15][CH:16]=2)=[O:20])[CH:11]=1.